From a dataset of hERG potassium channel inhibition data for cardiac toxicity prediction from Karim et al.. Regression/Classification. Given a drug SMILES string, predict its toxicity properties. Task type varies by dataset: regression for continuous values (e.g., LD50, hERG inhibition percentage) or binary classification for toxic/non-toxic outcomes (e.g., AMES mutagenicity, cardiotoxicity, hepatotoxicity). Dataset: herg_karim. (1) The molecule is C[C@@H](O)c1nc2cnc3[nH]ccc3c2n1[C@H]1CC[C@H](C#N)CC1. The result is 0 (non-blocker). (2) The drug is CCCN(c1ccon1)P(=O)(c1ccccc1)c1ccccc1. The result is 0 (non-blocker). (3) The result is 0 (non-blocker). The compound is N#Cc1ccc(S(=O)(=O)NCCCN2CC3CN(Cc4ccccc4)CC(C2)O3)cc1.